Dataset: Reaction yield outcomes from USPTO patents with 853,638 reactions. Task: Predict the reaction yield, written as a fraction of the theoretical maximum amount of product (1.0 means a 100% yield; for example, 0.34 means a 34% yield). (1) The reactants are C(=O)(O)[O-].[Na+].Cl.[NH2:7][OH:8].[C:9]([O:13][C:14](=[O:24])[NH:15][C:16]([C:22]#[N:23])([CH2:18][CH:19]1[CH2:21][CH2:20]1)[CH3:17])([CH3:12])([CH3:11])[CH3:10]. The catalyst is CCO.O. The product is [C:9]([O:13][C:14](=[O:24])[NH:15][C:16]([C:22](=[NH:23])[NH:7][OH:8])([CH3:17])[CH2:18][CH:19]1[CH2:20][CH2:21]1)([CH3:10])([CH3:12])[CH3:11]. The yield is 0.650. (2) The reactants are [NH2:1][C:2]1[C:7]2[NH:8][C:9](=[S:16])[N:10]([CH2:11][CH2:12][CH2:13][C:14]#[CH:15])[C:6]=2[CH:5]=[CH:4][N:3]=1.[I:17][C:18]1[CH:23]=[C:22]([O:24][CH3:25])[C:21]([O:26][CH3:27])=[CH:20][C:19]=1I.CC([O-])(C)C.[Na+].CC1C=CC2C=CC3C=CC(C)=NC=3C=2N=1.O. The catalyst is CN(C=O)C.[Cu]I. The product is [I:17][C:18]1[CH:23]=[C:22]([O:24][CH3:25])[C:21]([O:26][CH3:27])=[CH:20][C:19]=1[S:16][C:9]1[N:10]([CH2:11][CH2:12][CH2:13][C:14]#[CH:15])[C:6]2[CH:5]=[CH:4][N:3]=[C:2]([NH2:1])[C:7]=2[N:8]=1. The yield is 0.130. (3) The reactants are [NH:1]1[CH:5]=[N:4][C:3]([C:6]2[CH:11]=[C:10]([C:12]([F:15])([F:14])[F:13])[N:9]=[C:8]([C:16]([F:19])([F:18])[F:17])[CH:7]=2)=[N:2]1.[F:20][C:21]1([F:30])[CH2:24][N:23]([C:25](=[O:29])/[CH:26]=[CH:27]\I)[CH2:22]1.C1N2CCN(CC2)C1.CO.ClCCl. The product is [F:18][C:16]([F:19])([F:17])[C:8]1[CH:7]=[C:6]([C:3]2[N:4]=[CH:5][N:1](/[CH:27]=[CH:26]\[C:25]([N:23]3[CH2:24][C:21]([F:30])([F:20])[CH2:22]3)=[O:29])[N:2]=2)[CH:11]=[C:10]([C:12]([F:13])([F:14])[F:15])[N:9]=1. The catalyst is CN(C=O)C. The yield is 0.120. (4) The reactants are [O:1]=[C:2]1[C:10]2[C:5](=[CH:6][C:7]([C:11]#[N:12])=[CH:8][CH:9]=2)[CH2:4][CH2:3]1.[BH4-].[Na+]. The catalyst is CO. The product is [OH:1][CH:2]1[C:10]2[C:5](=[CH:6][C:7]([C:11]#[N:12])=[CH:8][CH:9]=2)[CH2:4][CH2:3]1. The yield is 1.00.